This data is from Catalyst prediction with 721,799 reactions and 888 catalyst types from USPTO. The task is: Predict which catalyst facilitates the given reaction. (1) The catalyst class is: 5. Reactant: [OH:1][CH2:2][CH2:3][N:4]([S:15]([C:18]1[CH:23]=[CH:22][CH:21]=[C:20]([N+:24]([O-:26])=[O:25])[CH:19]=1)(=[O:17])=[O:16])[C:5]1[CH:14]=[CH:13][CH:12]=[CH:11][C:6]=1[C:7]([O:9]C)=[O:8].[OH-].[Na+].O.Cl. Product: [OH:1][CH2:2][CH2:3][N:4]([S:15]([C:18]1[CH:23]=[CH:22][CH:21]=[C:20]([N+:24]([O-:26])=[O:25])[CH:19]=1)(=[O:17])=[O:16])[C:5]1[CH:14]=[CH:13][CH:12]=[CH:11][C:6]=1[C:7]([OH:9])=[O:8]. (2) Reactant: O[C@@H:2]1[CH2:22][N:5]2[C:6](=[O:21])[N:7]([C:9]3[CH:14]=[CH:13][C:12]([O:15][CH2:16][C:17]([F:20])([F:19])[F:18])=[CH:11][CH:10]=3)[CH2:8][C@H:4]2[CH2:3]1.C(Br)(Br)(Br)[Br:24].C1C=CC(P(C2C=CC=CC=2)C2C=CC=CC=2)=CC=1. Product: [Br:24][C@H:2]1[CH2:22][N:5]2[C:6](=[O:21])[N:7]([C:9]3[CH:14]=[CH:13][C:12]([O:15][CH2:16][C:17]([F:20])([F:19])[F:18])=[CH:11][CH:10]=3)[CH2:8][C@H:4]2[CH2:3]1. The catalyst class is: 10. (3) Reactant: [CH2:1]([O:4][NH:5][C@@H:6]1[CH:11]=[C:10]([CH2:12][CH2:13][O:14][Si:15]([C:18]([CH3:21])([CH3:20])[CH3:19])([CH3:17])[CH3:16])[CH:9]([CH2:22][O:23][Si:24]([C:27]([CH3:30])([CH3:29])[CH3:28])([CH3:26])[CH3:25])[NH:8][CH2:7]1)[CH:2]=[CH2:3].C(N(C(C)C)CC)(C)C.Cl[C:41](Cl)([O:43]C(=O)OC(Cl)(Cl)Cl)Cl. Product: [CH2:1]([O:4][N:5]1[C:41](=[O:43])[N:8]2[CH2:7][C@H:6]1[CH:11]=[C:10]([CH2:12][CH2:13][O:14][Si:15]([C:18]([CH3:21])([CH3:19])[CH3:20])([CH3:16])[CH3:17])[C@H:9]2[CH2:22][O:23][Si:24]([C:27]([CH3:30])([CH3:29])[CH3:28])([CH3:25])[CH3:26])[CH:2]=[CH2:3]. The catalyst class is: 115. (4) Reactant: [NH2:1][CH:2]([C:5]1[CH:33]=[CH:32][C:31]([C:34]([F:37])([F:36])[F:35])=[CH:30][C:6]=1[CH2:7][N:8]([CH2:15][C:16]1[CH:21]=[C:20]([C:22]([F:25])([F:24])[F:23])[CH:19]=[C:18]([C:26]([F:29])([F:28])[F:27])[CH:17]=1)[C:9]1[N:10]=[N:11][N:12]([CH3:14])[N:13]=1)[CH2:3][CH3:4].[N:38]1[CH:43]=[CH:42][CH:41]=[C:40]([CH:44]=O)[CH:39]=1.[BH4-].[Na+]. Product: [F:28][C:26]([F:29])([F:27])[C:18]1[CH:17]=[C:16]([CH:21]=[C:20]([C:22]([F:24])([F:23])[F:25])[CH:19]=1)[CH2:15][N:8]([CH2:7][C:6]1[CH:30]=[C:31]([C:34]([F:37])([F:36])[F:35])[CH:32]=[CH:33][C:5]=1[CH:2]([NH:1][CH2:44][C:40]1[CH:39]=[N:38][CH:43]=[CH:42][CH:41]=1)[CH2:3][CH3:4])[C:9]1[N:10]=[N:11][N:12]([CH3:14])[N:13]=1. The catalyst class is: 8. (5) Reactant: [C:1]1([C:7]2[O:8][C:9]([C:30]([F:33])([F:32])[F:31])=[C:10]([C:12]([NH:14][C:15]3[CH:16]=[CH:17][C:18]([N:21]4[CH2:26][CH2:25][CH:24]([C:27](O)=[O:28])[CH2:23][CH2:22]4)=[N:19][CH:20]=3)=[O:13])[N:11]=2)[CH:6]=[CH:5][CH:4]=[CH:3][CH:2]=1.[C:34]([NH:37][NH2:38])(=[O:36])[CH3:35].C(N(CC)CC)C.C(O)C(N)(CO)CO.[N-]=C=O. Product: [C:34]([NH:37][NH:38][C:27]([CH:24]1[CH2:23][CH2:22][N:21]([C:18]2[N:19]=[CH:20][C:15]([NH:14][C:12]([C:10]3[N:11]=[C:7]([C:1]4[CH:2]=[CH:3][CH:4]=[CH:5][CH:6]=4)[O:8][C:9]=3[C:30]([F:33])([F:31])[F:32])=[O:13])=[CH:16][CH:17]=2)[CH2:26][CH2:25]1)=[O:28])(=[O:36])[CH3:35]. The catalyst class is: 4.